This data is from Reaction yield outcomes from USPTO patents with 853,638 reactions. The task is: Predict the reaction yield, written as a fraction of the theoretical maximum amount of product (1.0 means a 100% yield; for example, 0.34 means a 34% yield). (1) The reactants are [F:1][C:2]1[CH:3]=[N:4][C:5]([C:8]#N)=[N:6][CH:7]=1.CC(C[AlH]CC(C)C)C.C[OH:20].Cl. The catalyst is C1COCC1. The product is [F:1][C:2]1[CH:3]=[N:4][C:5]([CH:8]=[O:20])=[N:6][CH:7]=1. The yield is 0.760. (2) The reactants are [F:1][C:2]1[CH:7]=[CH:6][C:5]([C:8]([CH3:20])([CH3:19])[CH2:9][NH:10][C:11]2[N:12]=[N:13][C:14]([CH:17]=[CH2:18])=[CH:15][CH:16]=2)=[CH:4][CH:3]=1.[H][H]. The catalyst is C(O)C.[Pd]. The product is [CH2:17]([C:14]1[N:13]=[N:12][C:11]([NH:10][CH2:9][C:8]([C:5]2[CH:6]=[CH:7][C:2]([F:1])=[CH:3][CH:4]=2)([CH3:20])[CH3:19])=[CH:16][CH:15]=1)[CH3:18]. The yield is 0.100.